Dataset: Forward reaction prediction with 1.9M reactions from USPTO patents (1976-2016). Task: Predict the product of the given reaction. (1) Given the reactants C(OC([N:8]([CH2:16][C:17]1[O:18][C:19]2[CH:25]=[C:24]([C:26]3[C:34]4[C:29](=[CH:30][C:31]([F:35])=[CH:32][CH:33]=4)[NH:28][CH:27]=3)[CH:23]=[CH:22][C:20]=2[N:21]=1)C(=O)OC(C)(C)C)=O)(C)(C)C, predict the reaction product. The product is: [F:35][C:31]1[CH:30]=[C:29]2[C:34]([C:26]([C:24]3[CH:23]=[CH:22][C:20]4[N:21]=[C:17]([CH2:16][NH2:8])[O:18][C:19]=4[CH:25]=3)=[CH:27][NH:28]2)=[CH:33][CH:32]=1. (2) Given the reactants [CH3:1][CH:2]1[CH2:6][C:5]2[C:7]([CH3:19])=[C:8]([N:13]3[CH2:18][CH2:17][NH:16][CH2:15][CH2:14]3)[C:9]([CH3:12])=[C:10]([CH3:11])[C:4]=2[O:3]1.Br[C:21]1[CH:26]=[CH:25][C:24]([O:27][CH3:28])=[C:23]([CH3:29])[CH:22]=1.C1C=CC(P(C2C(C3C(P(C4C=CC=CC=4)C4C=CC=CC=4)=CC=C4C=3C=CC=C4)=C3C(C=CC=C3)=CC=2)C2C=CC=CC=2)=CC=1.CC(C)([O-])C.[Na+], predict the reaction product. The product is: [CH3:28][O:27][C:24]1[CH:25]=[CH:26][C:21]([N:16]2[CH2:15][CH2:14][N:13]([C:8]3[C:9]([CH3:12])=[C:10]([CH3:11])[C:4]4[O:3][CH:2]([CH3:1])[CH2:6][C:5]=4[C:7]=3[CH3:19])[CH2:18][CH2:17]2)=[CH:22][C:23]=1[CH3:29]. (3) Given the reactants [C:1]([O:5][C:6]([N:8]([CH2:16][C:17]1[CH:22]=[CH:21][CH:20]=[CH:19][C:18]=1[O:23]CC1C=CC=CC=1)[C:9]([O:11][C:12]([CH3:15])([CH3:14])[CH3:13])=[O:10])=[O:7])([CH3:4])([CH3:3])[CH3:2], predict the reaction product. The product is: [OH:23][C:18]1[CH:19]=[CH:20][CH:21]=[CH:22][C:17]=1[CH2:16][N:8]([C:6]([O:5][C:1]([CH3:3])([CH3:2])[CH3:4])=[O:7])[C:9]([O:11][C:12]([CH3:15])([CH3:13])[CH3:14])=[O:10]. (4) Given the reactants [NH2:1][NH2:2].[Cl:3][C:4]1[CH:5]=[C:6]([C:11]([NH:13][C@@H:14]2[CH2:18][CH2:17][N:16]([CH3:19])[C:15]2=[O:20])=[O:12])[CH:7]=[N:8][C:9]=1Cl, predict the reaction product. The product is: [Cl:3][C:4]1[CH:5]=[C:6]([C:11]([NH:13][C@@H:14]2[CH2:18][CH2:17][N:16]([CH3:19])[C:15]2=[O:20])=[O:12])[CH:7]=[N:8][C:9]=1[NH:1][NH2:2]. (5) Given the reactants [F:1][C@H:2]1[CH2:19][C@@:17]2([CH3:18])[C@@H:13]([CH2:14][CH2:15][C:16]2=[O:20])[C@H:12]2[C@H:3]1[C:4]1[CH:5]=[CH:6][C:7]([OH:28])=[CH:8][C:9]=1[CH2:10][C@H:11]2[CH2:21][CH2:22][CH2:23][CH2:24][CH2:25][NH:26][CH3:27].[BH4-].[Na+], predict the reaction product. The product is: [F:1][C@H:2]1[CH2:19][C@@:17]2([CH3:18])[C@@H:13]([CH2:14][CH2:15][C@@H:16]2[OH:20])[C@H:12]2[C@H:3]1[C:4]1[CH:5]=[CH:6][C:7]([OH:28])=[CH:8][C:9]=1[CH2:10][C@H:11]2[CH2:21][CH2:22][CH2:23][CH2:24][CH2:25][NH:26][CH3:27]. (6) Given the reactants [NH2:1][C:2]1[C:7](Br)=[CH:6][N:5]=[C:4]([Cl:9])[CH:3]=1.[S:10]1[CH2:15][CH:14]=[C:13](B2OC(C)(C)C(C)(C)O2)[CH2:12][CH2:11]1.C1(P(C2CCCCC2)C2CCCCC2)CCCCC1.[O-]P([O-])([O-])=O.[K+].[K+].[K+], predict the reaction product. The product is: [Cl:9][C:4]1[CH:3]=[C:2]([NH2:1])[C:7]([C:13]2[CH2:14][CH2:15][S:10][CH2:11][CH:12]=2)=[CH:6][N:5]=1. (7) Given the reactants [C:1]([C:5]1[N:10]=[CH:9][C:8]([C:11]2[N:12]([C:32](Cl)=[O:33])[C@@:13]([C:25]3[CH:30]=[CH:29][C:28]([Cl:31])=[CH:27][CH:26]=3)([CH3:24])[C@@:14]([C:17]3[CH:22]=[CH:21][C:20]([Cl:23])=[CH:19][CH:18]=3)([CH3:16])[N:15]=2)=[C:7]([O:35][CH2:36][CH3:37])[CH:6]=1)([CH3:4])([CH3:3])[CH3:2].Cl.Cl.[CH2:40]([S:42]([CH2:45][CH2:46][CH2:47][N:48]1[CH2:53][CH2:52][NH:51][CH2:50][CH2:49]1)(=[O:44])=[O:43])[CH3:41].C(SCCCO)C.Cl.Cl.CS(CCCN1CCNCC1)(=O)=O, predict the reaction product. The product is: [C:1]([C:5]1[N:10]=[CH:9][C:8]([C:11]2[N:12]([C:32]([N:51]3[CH2:52][CH2:53][N:48]([CH2:47][CH2:46][CH2:45][S:42]([CH2:40][CH3:41])(=[O:44])=[O:43])[CH2:49][CH2:50]3)=[O:33])[C@@:13]([C:25]3[CH:26]=[CH:27][C:28]([Cl:31])=[CH:29][CH:30]=3)([CH3:24])[C@@:14]([C:17]3[CH:18]=[CH:19][C:20]([Cl:23])=[CH:21][CH:22]=3)([CH3:16])[N:15]=2)=[C:7]([O:35][CH2:36][CH3:37])[CH:6]=1)([CH3:2])([CH3:3])[CH3:4]. (8) Given the reactants [Br:1][C:2]1[CH:7]=[CH:6][C:5]([C:8]([NH2:11])([CH3:10])[CH3:9])=[C:4]([F:12])[CH:3]=1.C(N(CC)CC)C.[CH3:20][S:21](Cl)(=[O:23])=[O:22], predict the reaction product. The product is: [Br:1][C:2]1[CH:7]=[CH:6][C:5]([C:8]([NH:11][S:21]([CH3:20])(=[O:23])=[O:22])([CH3:10])[CH3:9])=[C:4]([F:12])[CH:3]=1.